This data is from CYP3A4 inhibition data for predicting drug metabolism from PubChem BioAssay. The task is: Regression/Classification. Given a drug SMILES string, predict its absorption, distribution, metabolism, or excretion properties. Task type varies by dataset: regression for continuous measurements (e.g., permeability, clearance, half-life) or binary classification for categorical outcomes (e.g., BBB penetration, CYP inhibition). Dataset: cyp3a4_veith. (1) The molecule is Cc1ccc(OCCCN2C(=O)C(=O)c3cccc(C)c32)cc1. The result is 1 (inhibitor). (2) The molecule is O=C(O)c1ccccc1C(=O)Nc1nccs1. The result is 0 (non-inhibitor). (3) The compound is CCN(CC)S(=O)(=O)c1cc(C(=O)OC)ccc1Cl. The result is 0 (non-inhibitor).